The task is: Binary Classification. Given a drug SMILES string, predict its activity (active/inactive) in a high-throughput screening assay against a specified biological target.. This data is from Tyrosyl-DNA phosphodiesterase HTS with 341,365 compounds. (1) The molecule is o1nc(c(c1C)C(=O)N\N=C\c1ccc(N(CC)CC)cc1)c1ccccc1. The result is 0 (inactive). (2) The molecule is S(CC(=O)Nc1c(cccc1)C(OC)=O)c1nc([nH]n1)c1ccncc1. The result is 0 (inactive). (3) The drug is S(=O)(=O)(N)c1ccc(NC(=O)CCC(CC)C(O)=O)cc1. The result is 0 (inactive). (4) The compound is S(=O)(=O)(Nc1cc(cc(c1)C)C)c1c(C(=O)N2CCCCCC2)c(n(c1C)C)C. The result is 0 (inactive). (5) The molecule is N1(CC2C3CC(C2)C=C3)CCN(CC1)c1ccccc1. The result is 0 (inactive). (6) The drug is S(CC(=O)N1CCOCC1)c1n(c(nn1)Cn1nc(nn1)c1ccccc1)CC. The result is 0 (inactive).